Task: Predict the reaction yield, written as a fraction of the theoretical maximum amount of product (1.0 means a 100% yield; for example, 0.34 means a 34% yield).. Dataset: Reaction yield outcomes from USPTO patents with 853,638 reactions (1) The reactants are [NH2:1][C:2]1[CH:7]=[CH:6][C:5]([OH:8])=[CH:4][C:3]=1[N+:9]([O-:11])=O.[N:12]#[C:13][NH2:14].Cl.[OH-].[Na+]. The catalyst is O. The product is [NH2:14][C:13]1[N:12]=[N+:9]([O-:11])[C:3]2[CH:4]=[C:5]([OH:8])[CH:6]=[CH:7][C:2]=2[N:1]=1. The yield is 0.970. (2) The reactants are [NH2:1][C:2]1[CH:7]=[C:6]([C:8]2[C:20]3[C:19]([CH3:21])=[C:18]([CH3:22])[S:17][C:16]=3[C:15]([Br:23])=[C:14]3[C:9]=2[CH:10]=[CH:11][CH:12]=[CH:13]3)[CH:5]=[C:4]([Br:24])[C:3]=1[OH:25].[C:26](O[C:26]([O:28][C:29]([CH3:32])([CH3:31])[CH3:30])=[O:27])([O:28][C:29]([CH3:32])([CH3:31])[CH3:30])=[O:27]. The catalyst is C1COCC1.CCOCC. The product is [C:29]([O:28][C:26](=[O:27])[NH:1][C:2]1[CH:7]=[C:6]([C:8]2[C:20]3[C:19]([CH3:21])=[C:18]([CH3:22])[S:17][C:16]=3[C:15]([Br:23])=[C:14]3[C:9]=2[CH:10]=[CH:11][CH:12]=[CH:13]3)[CH:5]=[C:4]([Br:24])[C:3]=1[OH:25])([CH3:32])([CH3:31])[CH3:30]. The yield is 0.970. (3) The reactants are [CH2:1]([C@H:3]1[CH2:8][N:7]([CH:9]2[CH2:12][O:11][CH2:10]2)[CH2:6][CH2:5][N:4]1[C:13]1[CH:14]=[CH:15][C:16]([NH:19][C:20]2[C:21](=[O:36])[N:22]([CH3:35])[CH:23]=[C:24](B3OC(C)(C)C(C)(C)O3)[CH:25]=2)=[N:17][CH:18]=1)[CH3:2].[C:37]([O:40][CH2:41][C:42]1[C:47]([N:48]2[CH2:59][CH2:58][N:57]3[C:50](=[CH:51][C:52]4[CH2:53][C:54]([CH3:61])([CH3:60])[CH2:55][C:56]=43)[C:49]2=[O:62])=[CH:46][C:45]([F:63])=[CH:44][C:43]=1B1OC(C)(C)C(C)(C)O1)(=[O:39])[CH3:38].[O-]P([O-])([O-])=O.[K+].[K+].[K+].C([O-])(=O)C.[Na+]. The catalyst is C1C=CC(P(C2C=CC=CC=2)[C-]2C=CC=C2)=CC=1.C1C=CC(P(C2C=CC=CC=2)[C-]2C=CC=C2)=CC=1.Cl[Pd]Cl.[Fe+2].O.C(#N)C. The product is [C:37]([O:40][CH2:41][C:42]1[C:43]([C:24]2[CH:25]=[C:20]([NH:19][C:16]3[CH:15]=[CH:14][C:13]([N:4]4[CH2:5][CH2:6][N:7]([CH:9]5[CH2:10][O:11][CH2:12]5)[CH2:8][C@@H:3]4[CH2:1][CH3:2])=[CH:18][N:17]=3)[C:21](=[O:36])[N:22]([CH3:35])[CH:23]=2)=[CH:44][C:45]([F:63])=[CH:46][C:47]=1[N:48]1[CH2:59][CH2:58][N:57]2[C:50](=[CH:51][C:52]3[CH2:53][C:54]([CH3:61])([CH3:60])[CH2:55][C:56]=32)[C:49]1=[O:62])(=[O:39])[CH3:38]. The yield is 0.390. (4) The reactants are [CH3:1][C:2]12[CH2:17][N:16](C(OC(C)(C)C)=O)[CH2:15][CH2:14][CH:3]1[N:4]1[CH2:13][CH2:12][O:11][C:6]3[CH:7]=[CH:8][CH:9]=[C:10]2[C:5]1=3.FC(F)(F)C(O)=O.[OH-].[Na+]. The catalyst is C(Cl)Cl. The product is [CH3:1][C:2]12[CH2:17][NH:16][CH2:15][CH2:14][CH:3]1[N:4]1[CH2:13][CH2:12][O:11][C:6]3[CH:7]=[CH:8][CH:9]=[C:10]2[C:5]1=3. The yield is 0.910. (5) The reactants are [C:1]([C:5]1[C:10]([N+:11]([O-:13])=[O:12])=[CH:9][C:8]([NH:14][C:15]#[C:16][Si](C)(C)C)=[CH:7][CH:6]=1)([CH3:4])([CH3:3])[CH3:2]. The catalyst is CN(C=O)C.[Cu]I. The product is [C:1]([C:5]1[CH:6]=[C:7]2[C:8](=[CH:9][C:10]=1[N+:11]([O-:13])=[O:12])[NH:14][CH:15]=[CH:16]2)([CH3:4])([CH3:3])[CH3:2]. The yield is 0.690. (6) The catalyst is CN(C=O)C. The product is [Cl:15][C:12]1[CH:13]=[N:14][C:4]2[N:3]=[C:2]([N:20]3[CH2:21][CH2:22][N:17]([CH3:16])[CH2:18][CH2:19]3)[N:7]3[N:8]=[CH:9][N:10]=[C:6]3[C:5]=2[CH:11]=1. The reactants are Cl[C:2]1[N:7]2[N:8]=[CH:9][N:10]=[C:6]2[C:5]2[CH:11]=[C:12]([Cl:15])[CH:13]=[N:14][C:4]=2[N:3]=1.[CH3:16][N:17]1[CH2:22][CH2:21][NH:20][CH2:19][CH2:18]1. The yield is 0.330. (7) The product is [CH3:6][O:7][C:8]([C:9]1[CH:10]=[C:11]([C:23]2[CH:24]=[CH:25][C:20]([C:19]([F:30])([F:29])[F:18])=[CH:21][CH:22]=2)[C:12]([OH:15])=[CH:13][CH:14]=1)=[O:17]. The catalyst is C1C=CC(P(C2C=CC=CC=2)[C-]2C=CC=C2)=CC=1.C1C=CC(P(C2C=CC=CC=2)[C-]2C=CC=C2)=CC=1.Cl[Pd]Cl.[Fe+2].O1CCOCC1. The yield is 0.760. The reactants are C(=O)(O)[O-].[K+].[CH3:6][O:7][C:8](=[O:17])[C:9]1[CH:14]=[CH:13][C:12]([OH:15])=[C:11](Br)[CH:10]=1.[F:18][C:19]([F:30])([F:29])[C:20]1[CH:25]=[CH:24][C:23](B(O)O)=[CH:22][CH:21]=1.ClCCl. (8) The reactants are FC1C=CC(COC2C(=O)N([CH:16]3[CH2:39][C:21]4[N:22]([S:29]([C:32]5[CH:38]=[CH:37][C:35]([CH3:36])=[CH:34][CH:33]=5)(=[O:31])=[O:30])[C:23]5[CH:24]=[CH:25][CH:26]=[CH:27][C:28]=5[C:20]=4[CH2:19][CH2:18][N:17]3[C:40]([O-:42])=[O:41])C=CC=2)=NC=1.[F:44][C:45]1[CH:46]=[CH:47][C:48]([CH2:51][O:52][C:53]2[CH:58]=[CH:57][NH:56][C:55](=[O:59])[CH:54]=2)=[N:49][CH:50]=1.C([O-])([O-])=O.[Cs+].[Cs+].OC1C=C[CH:70]=[C:71]2[C:76]=1N=CC=[CH:72]2. The catalyst is CS(C)=O.[Cu](I)I. The product is [C:71]([O:42][C:40]([N:17]1[CH2:18][CH2:19][C:20]2[C:28]3[CH:27]=[CH:26][C:25]([N:56]4[CH:57]=[CH:58][C:53]([O:52][CH2:51][C:48]5[CH:47]=[CH:46][C:45]([F:44])=[CH:50][N:49]=5)=[CH:54][C:55]4=[O:59])=[CH:24][C:23]=3[N:22]([S:29]([C:32]3[CH:33]=[CH:34][C:35]([CH3:36])=[CH:37][CH:38]=3)(=[O:30])=[O:31])[C:21]=2[CH2:39][CH2:16]1)=[O:41])([CH3:76])([CH3:72])[CH3:70]. The yield is 0.340. (9) The reactants are C1C=CC(P(C2C=CC=CC=2)C2C=CC=CC=2)=CC=1.II.[C:22]([O:26][C:27](=[O:55])[N:28]([CH2:30][CH2:31][C:32]([NH:34][NH:35][C:36]([C@@H:38]1[CH2:44][CH2:43][C@@H:42]2[CH2:45][N:39]1[C:40](=[O:54])[N:41]2[O:46][CH2:47][C:48]1[CH:53]=[CH:52][CH:51]=[CH:50][CH:49]=1)=O)=[O:33])[CH3:29])([CH3:25])([CH3:24])[CH3:23]. The catalyst is C(Cl)Cl. The product is [CH2:47]([O:46][N:41]1[C:40](=[O:54])[N:39]2[CH2:45][C@H:42]1[CH2:43][CH2:44][C@H:38]2[C:36]1[O:33][C:32]([CH2:31][CH2:30][N:28]([CH3:29])[C:27](=[O:55])[O:26][C:22]([CH3:24])([CH3:25])[CH3:23])=[N:34][N:35]=1)[C:48]1[CH:53]=[CH:52][CH:51]=[CH:50][CH:49]=1. The yield is 0.850.